From a dataset of Peptide-MHC class II binding affinity with 134,281 pairs from IEDB. Regression. Given a peptide amino acid sequence and an MHC pseudo amino acid sequence, predict their binding affinity value. This is MHC class II binding data. (1) The peptide sequence is FWADYEEEWR. The MHC is HLA-DQA10501-DQB10201 with pseudo-sequence HLA-DQA10501-DQB10201. The binding affinity (normalized) is 0.353. (2) The peptide sequence is YDVFLANVSTVLTGK. The MHC is DRB1_0404 with pseudo-sequence DRB1_0404. The binding affinity (normalized) is 0.754. (3) The peptide sequence is TQDLELSWNLNGLQAY. The MHC is DRB1_0802 with pseudo-sequence DRB1_0802. The binding affinity (normalized) is 0.314. (4) The peptide sequence is EVLKLKDEVRLSTRE. The MHC is DRB1_0101 with pseudo-sequence DRB1_0101. The binding affinity (normalized) is 0.197.